Dataset: Forward reaction prediction with 1.9M reactions from USPTO patents (1976-2016). Task: Predict the product of the given reaction. (1) Given the reactants [Li]C(C)(C)C.[CH3:6][O:7][CH2:8][O:9][C:10]1[CH:15]=[CH:14][CH:13]=[C:12]([CH3:16])[CH:11]=1.[S:17]1[CH:21]=[CH:20][N:19]=[C:18]1[CH:22]=[O:23], predict the reaction product. The product is: [CH3:6][O:7][CH2:8][O:9][C:10]1[CH:11]=[C:12]([CH3:16])[CH:13]=[CH:14][C:15]=1[CH:22]([C:18]1[S:17][CH:21]=[CH:20][N:19]=1)[OH:23]. (2) Given the reactants [CH2:1]([O:3][C@@H:4]([CH2:10][C:11]1[CH:16]=[CH:15][C:14]([O:17][CH2:18][CH2:19][CH2:20][CH2:21][C:22]2[CH:27]=[CH:26][C:25]([N+:28]([O-:30])=[O:29])=[CH:24][CH:23]=2)=[CH:13][CH:12]=1)[C:5]([O:7]CC)=[O:6])[CH3:2].[OH-].[Li+], predict the reaction product. The product is: [CH2:1]([O:3][C@@H:4]([CH2:10][C:11]1[CH:16]=[CH:15][C:14]([O:17][CH2:18][CH2:19][CH2:20][CH2:21][C:22]2[CH:23]=[CH:24][C:25]([N+:28]([O-:30])=[O:29])=[CH:26][CH:27]=2)=[CH:13][CH:12]=1)[C:5]([OH:7])=[O:6])[CH3:2].